Dataset: Catalyst prediction with 721,799 reactions and 888 catalyst types from USPTO. Task: Predict which catalyst facilitates the given reaction. (1) Reactant: [Cl:1][C:2]1[C:3]([OH:16])=[C:4]([C:11](OCC)=[O:12])[C:5](=[O:10])[N:6]([CH3:9])[C:7]=1[CH3:8].[NH2:17][C:18]1[S:19][CH:20]=[N:21][N:22]=1.BrC1C=CC=CC=1. Product: [S:19]1[CH:20]=[N:21][N:22]=[C:18]1[NH:17][C:11]([C:4]1[C:5](=[O:10])[N:6]([CH3:9])[C:7]([CH3:8])=[C:2]([Cl:1])[C:3]=1[OH:16])=[O:12]. The catalyst class is: 81. (2) Reactant: [Cr](Cl)([O-])(=O)=O.[NH+]1C=CC=CC=1.[OH:12][CH2:13][C:14]12[CH2:20][C:17]([C:21]([O:23][CH3:24])=[O:22])([CH2:18][CH2:19]1)[CH2:16][CH2:15]2. Product: [CH:13]([C:14]12[CH2:20][C:17]([C:21]([O:23][CH3:24])=[O:22])([CH2:16][CH2:15]1)[CH2:18][CH2:19]2)=[O:12]. The catalyst class is: 4. (3) Reactant: Cl.[Br:2][C:3]1[CH:8]=[CH:7][C:6]([NH:9][NH2:10])=[CH:5][CH:4]=1.Cl.C(O[CH:15](OCC)[CH2:16][CH:17](OCC)OCC)C. Product: [Br:2][C:3]1[CH:8]=[CH:7][C:6]([N:9]2[CH:17]=[CH:16][CH:15]=[N:10]2)=[CH:5][CH:4]=1. The catalyst class is: 14. (4) Reactant: [F:1][C:2]1[CH:7]=[C:6]([O:8][CH2:9][C:10]2[CH:11]=[C:12]([C:16]3[C:21]([CH3:22])=[CH:20][C:19]([OH:23])=[CH:18][C:17]=3[CH3:24])[CH:13]=[CH:14][CH:15]=2)[CH:5]=[CH:4][C:3]=1[CH2:25][CH2:26][C:27]([O:29][CH2:30][CH3:31])=[O:28].[H-].[Na+].Br[CH2:35][CH2:36][CH2:37][P:38](=[O:45])([O:42][CH2:43][CH3:44])[O:39][CH2:40][CH3:41].[I-].[K+]. Product: [CH2:43]([O:42][P:38]([CH2:37][CH2:36][CH2:35][O:23][C:19]1[CH:18]=[C:17]([CH3:24])[C:16]([C:12]2[CH:13]=[CH:14][CH:15]=[C:10]([CH2:9][O:8][C:6]3[CH:5]=[CH:4][C:3]([CH2:25][CH2:26][C:27]([O:29][CH2:30][CH3:31])=[O:28])=[C:2]([F:1])[CH:7]=3)[CH:11]=2)=[C:21]([CH3:22])[CH:20]=1)([O:39][CH2:40][CH3:41])=[O:45])[CH3:44]. The catalyst class is: 9. (5) Reactant: C([NH:5][C:6](=O)[C:7]1[CH:12]=[C:11]([CH:13]2[CH2:15][CH2:14]2)[CH:10]=[CH:9][C:8]=1[OH:16])(C)(C)C.Br[CH2:19][C:20]([NH2:22])=[O:21].C(=O)([O-])[O-].[K+].[K+].CC(C)=O. Product: [C:6]([C:7]1[CH:12]=[C:11]([CH:13]2[CH2:14][CH2:15]2)[CH:10]=[CH:9][C:8]=1[O:16][CH2:19][C:20]([NH2:22])=[O:21])#[N:5]. The catalyst class is: 25. (6) Reactant: [CH3:1][C:2]1[CH:14]=[CH:13][C:12]2[N:11]([CH2:15][CH:16](OS(C)(=O)=O)[C:17]3[CH:22]=[N:21][CH:20]=[CH:19][N:18]=3)[C:10]3[CH2:9][CH2:8][N:7]4[CH2:28][CH2:29][CH2:30][CH:6]4[C:5]=3[C:4]=2[CH:3]=1.[N-:31]=[N+:32]=[N-:33].[Na+]. Product: [N:31]([CH:16]([C:17]1[CH:22]=[N:21][CH:20]=[CH:19][N:18]=1)[CH2:15][N:11]1[C:10]2[CH2:9][CH2:8][N:7]3[CH2:28][CH2:29][CH2:30][CH:6]3[C:5]=2[C:4]2[CH:3]=[C:2]([CH3:1])[CH:14]=[CH:13][C:12]1=2)=[N+:32]=[N-:33]. The catalyst class is: 3. (7) Reactant: [I:1][C:2]1[CH:3]=[CH:4][C:5]([N:8]=[CH:9][N:10](C)C)=[N:6][CH:7]=1.N1C=CC=CC=1.NOS(O)(=O)=O. Product: [I:1][C:2]1[CH:3]=[CH:4][C:5]2[N:6]([N:10]=[CH:9][N:8]=2)[CH:7]=1. The catalyst class is: 5. (8) Reactant: Br[C:2]1[CH:7]=[C:6](/[CH:8]=[CH:9]/[C:10]2[CH:15]=[CH:14][C:13]([F:16])=[CH:12][C:11]=2[F:17])[CH:5]=[CH:4][C:3]=1[S:18]([C:21]1[CH:26]=[CH:25][CH:24]=[CH:23][CH:22]=1)(=[O:20])=[O:19].[Cu][C:28]#[N:29]. Product: [F:17][C:11]1[CH:12]=[C:13]([F:16])[CH:14]=[CH:15][C:10]=1/[CH:9]=[CH:8]/[C:6]1[CH:5]=[CH:4][C:3]([S:18]([C:21]2[CH:26]=[CH:25][CH:24]=[CH:23][CH:22]=2)(=[O:20])=[O:19])=[C:2]([CH:7]=1)[C:28]#[N:29]. The catalyst class is: 35. (9) Reactant: [Cl:1][C:2]1[CH:7]=[CH:6][C:5]([C@@:8]2([CH3:32])[C@:12]([C:14]3[CH:19]=[CH:18][C:17]([Cl:20])=[CH:16][CH:15]=3)([CH3:13])[NH:11][C:10]([C:21]3[C:22]([O:29][CH2:30]C)=[N:23][C:24](SC)=[N:25][CH:26]=3)=[N:9]2)=[CH:4][CH:3]=1.[CH3:33][O-:34].[Na+]. Product: [Cl:1][C:2]1[CH:7]=[CH:6][C:5]([C@@:8]2([CH3:32])[C@:12]([C:14]3[CH:15]=[CH:16][C:17]([Cl:20])=[CH:18][CH:19]=3)([CH3:13])[NH:11][C:10]([C:21]3[C:22]([O:29][CH3:30])=[N:23][C:24]([O:34][CH3:33])=[N:25][CH:26]=3)=[N:9]2)=[CH:4][CH:3]=1. The catalyst class is: 5. (10) The catalyst class is: 23. Reactant: [CH3:1][O:2][C:3]1[N:8]=[C:7]2[C:9]([CH3:23])([CH3:22])[N:10](CC3C=CC(OC)=CC=3)[C:11](=[O:12])[C:6]2=[CH:5][CH:4]=1.[N+]([O-])([O-])=O.[NH4+].O.[CH3:30]COC(C)=O. Product: [CH2:1]([O:2][C:3]1[N:8]=[C:7]2[C:9]([CH3:23])([CH3:22])[NH:10][C:11](=[O:12])[C:6]2=[CH:5][CH:4]=1)[CH3:30].